Dataset: Catalyst prediction with 721,799 reactions and 888 catalyst types from USPTO. Task: Predict which catalyst facilitates the given reaction. (1) Reactant: C([O:3][C:4]([C:6]1[CH:11]=[CH:10][C:9]([C:12]2[CH:17]=[CH:16][CH:15]=[C:14]([CH3:18])[CH:13]=2)=[CH:8][CH:7]=1)=[O:5])C.[OH-].[Na+]. Product: [CH3:18][C:14]1[CH:13]=[C:12]([C:9]2[CH:10]=[CH:11][C:6]([C:4]([OH:5])=[O:3])=[CH:7][CH:8]=2)[CH:17]=[CH:16][CH:15]=1. The catalyst class is: 7. (2) Reactant: [F:1][C:2]1[CH:15]=[C:14]([N+:16]([O-])=O)[CH:13]=[CH:12][C:3]=1[O:4][CH2:5][CH2:6][N:7]1[CH2:11][CH2:10][CH2:9][CH2:8]1. The catalyst class is: 256. Product: [F:1][C:2]1[CH:15]=[C:14]([NH2:16])[CH:13]=[CH:12][C:3]=1[O:4][CH2:5][CH2:6][N:7]1[CH2:8][CH2:9][CH2:10][CH2:11]1. (3) Reactant: [Cl:1][C:2]1[C:3]([F:18])=[C:4]([CH:14]([OH:17])[CH2:15][OH:16])[C:5]([O:11][CH2:12][CH3:13])=[C:6]([C:8](=[O:10])[CH3:9])[CH:7]=1.C(N(CC)C(C)C)(C)C.[Si:28](Cl)([C:31]([CH3:34])([CH3:33])[CH3:32])([CH3:30])[CH3:29]. Product: [Si:28]([O:16][CH2:15][CH:14]([C:4]1[C:5]([O:11][CH2:12][CH3:13])=[C:6]([C:8](=[O:10])[CH3:9])[CH:7]=[C:2]([Cl:1])[C:3]=1[F:18])[OH:17])([C:31]([CH3:34])([CH3:33])[CH3:32])([CH3:30])[CH3:29]. The catalyst class is: 26. (4) Reactant: C[O:2][C:3]([C:5]1[N:10]=[N:9][C:8]2[O:11][C:12]3[CH:18]=[CH:17][CH:16]=[CH:15][C:13]=3[O:14][C:7]=2[CH:6]=1)=O.O1CCCC1CO.[BH4-].[Na+]. Product: [N:9]1[C:8]2[O:11][C:12]3[CH:18]=[CH:17][CH:16]=[CH:15][C:13]=3[O:14][C:7]=2[CH:6]=[C:5]([CH2:3][OH:2])[N:10]=1. The catalyst class is: 6.